This data is from Forward reaction prediction with 1.9M reactions from USPTO patents (1976-2016). The task is: Predict the product of the given reaction. (1) Given the reactants Cl[C:2]1[N:7]=[C:6]([C:8]([F:11])([F:10])[F:9])[CH:5]=[CH:4][N:3]=1.[NH2:12][CH:13]([CH2:26][CH:27]1[CH2:32][CH2:31][CH2:30][CH2:29][CH2:28]1)[C:14]([NH:16][C:17]1([C:24]#[N:25])[CH2:22][CH2:21][N:20]([CH3:23])[CH2:19][CH2:18]1)=[O:15], predict the reaction product. The product is: [C:24]([C:17]1([NH:16][C:14](=[O:15])[CH:13]([NH:12][C:2]2[N:7]=[C:6]([C:8]([F:11])([F:10])[F:9])[CH:5]=[CH:4][N:3]=2)[CH2:26][CH:27]2[CH2:28][CH2:29][CH2:30][CH2:31][CH2:32]2)[CH2:18][CH2:19][N:20]([CH3:23])[CH2:21][CH2:22]1)#[N:25]. (2) Given the reactants [OH:1][C@H:2]1[CH2:7][CH2:6][C@H:5]([NH:8][CH2:9][C:10]([N:12]([CH2:14][CH:15](OC)OC)[CH3:13])=[O:11])[CH2:4][CH2:3]1.O.CS(O)(=O)=O.[OH-].[Na+], predict the reaction product. The product is: [OH:1][C@H:2]1[CH2:3][CH2:4][C@H:5]([N:8]2[CH2:15][CH2:14][N:12]([CH3:13])[C:10](=[O:11])[CH2:9]2)[CH2:6][CH2:7]1. (3) Given the reactants [C:1]([O:5][C:6](=[O:34])[NH:7][C@@H:8]1[C:14](=[O:15])[N:13]([CH2:16][C:17]2[C:26]3[C:21](=[CH:22][C:23]([Br:27])=[CH:24][CH:25]=3)[CH:20]=[CH:19][C:18]=2[O:28][CH3:29])[C:12]2[CH:30]=[CH:31][CH:32]=[CH:33][C:11]=2[NH:10][CH2:9]1)([CH3:4])([CH3:3])[CH3:2].[C:35]([C:38]1[CH:46]=[CH:45][C:41]([C:42](O)=[O:43])=[CH:40][CH:39]=1)(=[O:37])[CH3:36].O=P(Cl)(Cl)Cl, predict the reaction product. The product is: [C:35]([C:38]1[CH:46]=[CH:45][C:41]([C:42]([N:10]2[CH2:9][C@H:8]([NH:7][C:6](=[O:34])[O:5][C:1]([CH3:4])([CH3:2])[CH3:3])[C:14](=[O:15])[N:13]([CH2:16][C:17]3[C:26]4[C:21](=[CH:22][C:23]([Br:27])=[CH:24][CH:25]=4)[CH:20]=[CH:19][C:18]=3[O:28][CH3:29])[C:12]3[CH:30]=[CH:31][CH:32]=[CH:33][C:11]2=3)=[O:43])=[CH:40][CH:39]=1)(=[O:37])[CH3:36]. (4) Given the reactants [CH3:1][O:2][C:3](=[O:16])[C:4]([O:7][C:8]1[CH:13]=[CH:12][C:11]([OH:14])=[CH:10][C:9]=1[CH3:15])([CH3:6])[CH3:5].[C:17]1(C=CC(O)=CC=1)O, predict the reaction product. The product is: [CH3:1][O:2][C:3](=[O:16])[C:4]([O:7][C:8]1[CH:13]=[CH:12][C:11]([OH:14])=[C:10]([CH3:17])[C:9]=1[CH3:15])([CH3:6])[CH3:5].